From a dataset of Catalyst prediction with 721,799 reactions and 888 catalyst types from USPTO. Predict which catalyst facilitates the given reaction. (1) Reactant: [F:1][C:2]([F:7])([F:6])[C:3]([OH:5])=[O:4].[CH3:8][O:9][C:10]1[N:11](C2CCCCO2)[C:12]2[C:17]([N:18]=1)=[C:16]([NH2:19])[N:15]=[C:14]([O:20][C@@H:21]([CH3:26])[CH2:22][CH2:23][CH2:24][CH3:25])[N:13]=2. Product: [F:1][C:2]([F:7])([F:6])[C:3]([OH:5])=[O:4].[CH3:8][O:9][C:10]1[N:11]=[C:12]2[C:17]([N:18]=1)=[C:16]([NH2:19])[NH:15][C:14]([O:20][C@@H:21]([CH3:26])[CH2:22][CH2:23][CH2:24][CH3:25])=[N:13]2. The catalyst class is: 5. (2) Reactant: [CH2:1]([C:3]1[CH:10]=[C:9]([OH:11])[CH:8]=[C:7]([CH2:12][CH3:13])[C:4]=1[CH:5]=[O:6])[CH3:2].I[CH2:15][CH3:16].C(=O)([O-])[O-].[K+].[K+]. Product: [CH2:15]([O:11][C:9]1[CH:8]=[C:7]([CH2:12][CH3:13])[C:4]([CH:5]=[O:6])=[C:3]([CH2:1][CH3:2])[CH:10]=1)[CH3:16]. The catalyst class is: 483.